Task: Predict the reaction yield, written as a fraction of the theoretical maximum amount of product (1.0 means a 100% yield; for example, 0.34 means a 34% yield).. Dataset: Reaction yield outcomes from USPTO patents with 853,638 reactions (1) The reactants are [OH:1][CH2:2][C:3]1[CH:4]=[C:5]([S:9]([NH:12][CH2:13][C:14]2[CH:19]=[CH:18][CH:17]=[CH:16][N:15]=2)(=[O:11])=[O:10])[CH:6]=[CH:7][CH:8]=1. The catalyst is CO.C(Cl)Cl.O=[Mn]=O. The product is [CH:2]([C:3]1[CH:4]=[C:5]([S:9]([NH:12][CH2:13][C:14]2[CH:19]=[CH:18][CH:17]=[CH:16][N:15]=2)(=[O:11])=[O:10])[CH:6]=[CH:7][CH:8]=1)=[O:1]. The yield is 0.790. (2) The reactants are [C:1]([O:5][C:6]([NH:8][CH2:9][CH:10]1[CH2:13][N:12]([C:14]([O:16][CH2:17][C:18]2[CH:22]=[N:21][N:20]([CH2:23][C@@H:24]3[C@H:27]([NH:28][C:29]([O:31][CH2:32][C:33]4[CH:38]=[CH:37][CH:36]=[CH:35][CH:34]=4)=[O:30])[C:26](=[O:39])[N:25]3CC3C=CC(OC)=CC=3OC)[N:19]=2)=[O:15])[CH2:11]1)=[O:7])([CH3:4])([CH3:3])[CH3:2].OP([O-])([O-])=O.[K+].[K+]. The catalyst is C(#N)C.O. The product is [C:1]([O:5][C:6]([NH:8][CH2:9][CH:10]1[CH2:11][N:12]([C:14]([O:16][CH2:17][C:18]2[CH:22]=[N:21][N:20]([CH2:23][C@@H:24]3[C@H:27]([NH:28][C:29]([O:31][CH2:32][C:33]4[CH:34]=[CH:35][CH:36]=[CH:37][CH:38]=4)=[O:30])[C:26](=[O:39])[NH:25]3)[N:19]=2)=[O:15])[CH2:13]1)=[O:7])([CH3:4])([CH3:2])[CH3:3]. The yield is 0.250. (3) The reactants are C([O:3][C:4]([C:6]1([NH:15][C:16](=[O:28])[C:17]2[CH:22]=[CH:21][CH:20]=[C:19]([CH3:23])[C:18]=2[O:24][CH:25]([CH3:27])[CH3:26])[CH2:14][C:13]2[C:8](=[CH:9][CH:10]=[CH:11][CH:12]=2)[CH2:7]1)=[O:5])C.[OH-].[K+].O. The catalyst is CCO. The product is [CH:25]([O:24][C:18]1[C:19]([CH3:23])=[CH:20][CH:21]=[CH:22][C:17]=1[C:16]([NH:15][C:6]1([C:4]([OH:5])=[O:3])[CH2:14][C:13]2[C:8](=[CH:9][CH:10]=[CH:11][CH:12]=2)[CH2:7]1)=[O:28])([CH3:27])[CH3:26]. The yield is 1.00.